This data is from M1 muscarinic receptor antagonist screen with 61,756 compounds. The task is: Binary Classification. Given a drug SMILES string, predict its activity (active/inactive) in a high-throughput screening assay against a specified biological target. (1) The compound is S(=O)(=O)(N1CCN(CC1)C(OCC)=O)c1c2nsnc2ccc1. The result is 0 (inactive). (2) The molecule is o1c(c(nc1c1ccc(OC)cc1)CS(=O)CC(=O)NCc1cc2OCOc2cc1)C. The result is 0 (inactive). (3) The compound is O=c1n(c2c(c3n(c(cc13)C(=O)NCc1oc(cc1)C)C)cccc2)C. The result is 0 (inactive). (4) The compound is s1c(C(=O)C=2C(N(CCN(C)C)C(=O)C2O)c2c(OC)ccc(OC)c2)ccc1. The result is 0 (inactive). (5) The compound is o1c(C(=O)Nc2cc3[nH]c(nc3cc2)c2n(ccc2)C)ccc1. The result is 0 (inactive). (6) The molecule is [O-]N1C(C([N+](=O)C=C1c1c(OC)ccc(OC)c1)(C)C)(C)C. The result is 0 (inactive). (7) The result is 0 (inactive). The drug is O=C1NC2(N)C(C(C(C1(C2)C#N)(C#N)C#N)c1ccccc1)CCC. (8) The molecule is O(C(=O)Cn1c2c(n(c1=N)CC=C)cccc2)CC. The result is 0 (inactive). (9) The result is 0 (inactive). The compound is S(c1n(N)c(nn1)c1cc(OC)c(OC)cc1)CC(=O)Nc1cc(ccc1OC)C.